The task is: Regression. Given two drug SMILES strings and cell line genomic features, predict the synergy score measuring deviation from expected non-interaction effect.. This data is from NCI-60 drug combinations with 297,098 pairs across 59 cell lines. (1) Drug 1: CC1=C(C(=CC=C1)Cl)NC(=O)C2=CN=C(S2)NC3=CC(=NC(=N3)C)N4CCN(CC4)CCO. Drug 2: CCCCC(=O)OCC(=O)C1(CC(C2=C(C1)C(=C3C(=C2O)C(=O)C4=C(C3=O)C=CC=C4OC)O)OC5CC(C(C(O5)C)O)NC(=O)C(F)(F)F)O. Cell line: HT29. Synergy scores: CSS=30.8, Synergy_ZIP=2.13, Synergy_Bliss=3.64, Synergy_Loewe=5.76, Synergy_HSA=5.86. (2) Cell line: NCIH23. Drug 2: CC12CCC3C(C1CCC2O)C(CC4=C3C=CC(=C4)O)CCCCCCCCCS(=O)CCCC(C(F)(F)F)(F)F. Synergy scores: CSS=-7.00, Synergy_ZIP=8.78, Synergy_Bliss=12.3, Synergy_Loewe=-1.59, Synergy_HSA=-0.638. Drug 1: CCCCCOC(=O)NC1=NC(=O)N(C=C1F)C2C(C(C(O2)C)O)O. (3) Drug 1: COC1=CC(=CC(=C1O)OC)C2C3C(COC3=O)C(C4=CC5=C(C=C24)OCO5)OC6C(C(C7C(O6)COC(O7)C8=CC=CS8)O)O. Drug 2: C#CCC(CC1=CN=C2C(=N1)C(=NC(=N2)N)N)C3=CC=C(C=C3)C(=O)NC(CCC(=O)O)C(=O)O. Cell line: NCI/ADR-RES. Synergy scores: CSS=-0.330, Synergy_ZIP=-0.567, Synergy_Bliss=-1.34, Synergy_Loewe=-0.794, Synergy_HSA=-1.36. (4) Drug 1: CC1C(C(CC(O1)OC2CC(CC3=C2C(=C4C(=C3O)C(=O)C5=C(C4=O)C(=CC=C5)OC)O)(C(=O)C)O)N)O.Cl. Drug 2: CS(=O)(=O)CCNCC1=CC=C(O1)C2=CC3=C(C=C2)N=CN=C3NC4=CC(=C(C=C4)OCC5=CC(=CC=C5)F)Cl. Cell line: BT-549. Synergy scores: CSS=19.5, Synergy_ZIP=-5.02, Synergy_Bliss=6.32, Synergy_Loewe=-8.26, Synergy_HSA=4.37. (5) Drug 1: C1=NC2=C(N1)C(=S)N=C(N2)N. Drug 2: C1=CC(=CC=C1C#N)C(C2=CC=C(C=C2)C#N)N3C=NC=N3. Cell line: LOX IMVI. Synergy scores: CSS=31.8, Synergy_ZIP=1.60, Synergy_Bliss=-0.865, Synergy_Loewe=-14.7, Synergy_HSA=0.634. (6) Drug 1: C1=CC(=CC=C1CCCC(=O)O)N(CCCl)CCCl. Drug 2: C1=NC2=C(N1)C(=S)N=C(N2)N. Cell line: LOX IMVI. Synergy scores: CSS=59.7, Synergy_ZIP=-1.72, Synergy_Bliss=-5.05, Synergy_Loewe=-3.71, Synergy_HSA=-1.50. (7) Drug 1: CN(C)N=NC1=C(NC=N1)C(=O)N. Drug 2: CN(C(=O)NC(C=O)C(C(C(CO)O)O)O)N=O. Cell line: MDA-MB-231. Synergy scores: CSS=5.53, Synergy_ZIP=-1.81, Synergy_Bliss=-3.59, Synergy_Loewe=-8.18, Synergy_HSA=-6.45. (8) Drug 1: C1=CN(C(=O)N=C1N)C2C(C(C(O2)CO)O)O.Cl. Drug 2: C1CN(CCN1C(=O)CCBr)C(=O)CCBr. Cell line: SNB-19. Synergy scores: CSS=30.0, Synergy_ZIP=0.408, Synergy_Bliss=2.89, Synergy_Loewe=2.43, Synergy_HSA=6.36. (9) Drug 1: CNC(=O)C1=CC=CC=C1SC2=CC3=C(C=C2)C(=NN3)C=CC4=CC=CC=N4. Drug 2: CC1C(C(=O)NC(C(=O)N2CCCC2C(=O)N(CC(=O)N(C(C(=O)O1)C(C)C)C)C)C(C)C)NC(=O)C3=C4C(=C(C=C3)C)OC5=C(C(=O)C(=C(C5=N4)C(=O)NC6C(OC(=O)C(N(C(=O)CN(C(=O)C7CCCN7C(=O)C(NC6=O)C(C)C)C)C)C(C)C)C)N)C. Cell line: SN12C. Synergy scores: CSS=10.2, Synergy_ZIP=4.20, Synergy_Bliss=10.2, Synergy_Loewe=11.3, Synergy_HSA=10.5.